From a dataset of Full USPTO retrosynthesis dataset with 1.9M reactions from patents (1976-2016). Predict the reactants needed to synthesize the given product. (1) Given the product [NH2:2][C:1]1[N:42]([CH2:44][CH2:45][OH:46])[N:43]=[C:19]([C:13]2[CH:14]=[CH:15][C:16]([F:18])=[CH:17][C:12]=2[F:11])[C:20]=1[C:21]1[CH:22]=[CH:23][C:24]2[N:25]([C:27]([CH:30]([CH3:32])[CH3:31])=[N:28][N:29]=2)[N:26]=1, predict the reactants needed to synthesize it. The reactants are: [CH3:1][N:2](C=O)C.P(Cl)(Cl)(Cl)=O.[F:11][C:12]1[CH:17]=[C:16]([F:18])[CH:15]=[CH:14][C:13]=1[C:19](=O)[CH2:20][C:21]1[CH:22]=[CH:23][C:24]2[N:25]([C:27]([CH:30]([CH3:32])[CH3:31])=[N:28][N:29]=2)[N:26]=1.Cl.NO.C([O-])(O)=O.[Na+].[NH:42]([CH2:44][CH2:45][OH:46])[NH2:43]. (2) Given the product [C:1]([NH:6][NH:7][C:23]([CH:20]1[CH2:21][CH2:22][N:18]([C:16]([O:15][CH2:8][C:9]2[CH:14]=[CH:13][CH:12]=[CH:11][CH:10]=2)=[O:17])[CH2:19]1)=[O:24])(=[O:5])[CH:2]([CH3:4])[CH3:3], predict the reactants needed to synthesize it. The reactants are: [C:1]([NH:6][NH2:7])(=[O:5])[CH:2]([CH3:4])[CH3:3].[CH2:8]([O:15][C:16]([N:18]1[CH2:22][CH2:21][CH:20]([C:23](O)=[O:24])[CH2:19]1)=[O:17])[C:9]1[CH:14]=[CH:13][CH:12]=[CH:11][CH:10]=1.CCN=C=NCCCN(C)C.Cl.C1C=CC2N(O)N=NC=2C=1.O.C(N(CC)CC)C. (3) Given the product [ClH:1].[Cl:1][C:2]1[CH:7]=[CH:6][C:5]([NH:8][S:9]([C:12]2[CH:13]=[CH:14][CH:15]=[CH:16][CH:17]=2)(=[O:11])=[O:10])=[CH:4][C:3]=1[NH:18][CH:19]1[CH2:24][CH2:23][N:22]([CH3:25])[CH2:21][CH2:20]1, predict the reactants needed to synthesize it. The reactants are: [Cl:1][C:2]1[CH:7]=[CH:6][C:5]([NH:8][S:9]([C:12]2[CH:17]=[CH:16][CH:15]=[CH:14][CH:13]=2)(=[O:11])=[O:10])=[CH:4][C:3]=1[NH:18][CH:19]1[CH2:24][CH2:23][N:22]([CH3:25])[CH2:21][CH2:20]1.Cl. (4) Given the product [Br:1][C:2]1[CH:7]=[C:6]2[C:5](=[C:4]([C:17]([F:18])([F:19])[F:20])[CH:3]=1)[NH:8][C:7]1[C:26](=[O:29])[CH2:5][CH2:4][CH2:3][C:2]2=1, predict the reactants needed to synthesize it. The reactants are: [Br:1][C:2]1[CH:7]=[CH:6][C:5]([NH:8]N=C2CCCCC2=O)=[C:4]([C:17]([F:20])([F:19])[F:18])[CH:3]=1.OS(O)(=O)=O.[C:26]([O-:29])(O)=O.[Na+]. (5) Given the product [C:2]1([C:10]2[CH:15]=[CH:14][CH:13]=[CH:12][CH:11]=2)[CH:9]=[CH:8][C:5]([CH2:6][OH:7])=[CH:4][CH:3]=1, predict the reactants needed to synthesize it. The reactants are: Br[C:2]1[CH:9]=[CH:8][C:5]([CH2:6][OH:7])=[CH:4][CH:3]=1.[C:10]1(B(O)O)[CH:15]=[CH:14][CH:13]=[CH:12][CH:11]=1.[O-]P([O-])([O-])=O.[K+].[K+].[K+]. (6) Given the product [F:46][C:34]1[CH:33]=[C:32]([N:47]2[C:59](=[O:60])[C:58]3[S:57][C:56]4[CH2:55][CH2:54][CH2:53][CH2:52][C:51]=4[C:50]=3[CH:49]=[N:48]2)[C:31]([CH2:30][O:29][C:26](=[O:28])[CH3:27])=[C:36]([C:2]2[CH:3]=[C:4]([NH:10][C:11]3[N:16]=[C:15]([O:17][CH2:18][C@@H:19]([NH:21][C:22](=[O:25])[CH:23]=[CH2:24])[CH3:20])[CH:14]=[CH:13][CH:12]=3)[C:5](=[O:9])[N:6]([CH3:8])[CH:7]=2)[CH:35]=1, predict the reactants needed to synthesize it. The reactants are: Br[C:2]1[CH:3]=[C:4]([NH:10][C:11]2[N:16]=[C:15]([O:17][CH2:18][C@@H:19]([NH:21][C:22](=[O:25])[CH:23]=[CH2:24])[CH3:20])[CH:14]=[CH:13][CH:12]=2)[C:5](=[O:9])[N:6]([CH3:8])[CH:7]=1.[C:26]([O:29][CH2:30][C:31]1[C:36](B2OC(C)(C)C(C)(C)O2)=[CH:35][C:34]([F:46])=[CH:33][C:32]=1[N:47]1[C:59](=[O:60])[C:58]2[S:57][C:56]3[CH2:55][CH2:54][CH2:53][CH2:52][C:51]=3[C:50]=2[CH:49]=[N:48]1)(=[O:28])[CH3:27].[O-]P([O-])([O-])=O.[K+].[K+].[K+]. (7) Given the product [CH2:1]([N:5]1[C:9]([Cl:10])=[C:8]([Cl:11])[N:7]=[C:6]1[C:12]1[C:17]([CH3:18])=[CH:16][CH:15]=[C:14]([N+:27]([O-:29])=[O:28])[C:13]=1[CH3:19])[CH2:2][CH2:3][CH3:4], predict the reactants needed to synthesize it. The reactants are: [CH2:1]([N:5]1[C:9]([Cl:10])=[C:8]([Cl:11])[N:7]=[C:6]1[C:12]1[C:17]([CH3:18])=[CH:16][CH:15]=[CH:14][C:13]=1[CH3:19])[CH2:2][CH2:3][CH3:4].S(=O)(=O)(O)O.[OH-].[Na+].[N+:27]([O-])([OH:29])=[O:28]. (8) Given the product [F:25][C:24]([F:27])([F:26])[C:21]1[CH:22]=[CH:23][C:18]([O:1][CH2:2][C@@H:3]2[CH2:9][C@@H:8]3[C@@H:6]([CH2:7]3)[CH2:5][N:4]2[C:10]([O:12][C:13]([CH3:16])([CH3:15])[CH3:14])=[O:11])=[N:19][CH:20]=1, predict the reactants needed to synthesize it. The reactants are: [OH:1][CH2:2][C@@H:3]1[CH2:9][C@@H:8]2[C@@H:6]([CH2:7]2)[CH2:5][N:4]1[C:10]([O:12][C:13]([CH3:16])([CH3:15])[CH3:14])=[O:11].Cl[C:18]1[CH:23]=[CH:22][C:21]([C:24]([F:27])([F:26])[F:25])=[CH:20][N:19]=1.C([O-])([O-])=O.[K+].[K+].[H-].[Na+]. (9) Given the product [CH3:18][C:8]1[CH:13]=[CH:12][C:11]([S:14]([O:1][CH2:2][C:3]([C:4]#[N:5])([CH3:7])[CH3:6])(=[O:16])=[O:15])=[CH:10][CH:9]=1, predict the reactants needed to synthesize it. The reactants are: [OH:1][CH2:2][C:3]([CH3:7])([CH3:6])[C:4]#[N:5].[C:8]1([CH3:18])[CH:13]=[CH:12][C:11]([S:14](Cl)(=[O:16])=[O:15])=[CH:10][CH:9]=1.